Dataset: Full USPTO retrosynthesis dataset with 1.9M reactions from patents (1976-2016). Task: Predict the reactants needed to synthesize the given product. (1) The reactants are: [CH3:1][CH:2]1[CH2:9][C@H:8]2[C@H:4]([CH2:5][NH:6][C@@H:7]2[CH2:10][NH:11][C:12]([C:14]2[C:23]3[O:22][CH2:21][CH2:20][O:19][C:18]=3[CH:17]=[CH:16][CH:15]=2)=[O:13])[CH2:3]1.[CH3:24][C:25]1[S:26][C:27]([C:33]2[CH:34]=[C:35]([CH3:39])[CH:36]=[CH:37][CH:38]=2)=[C:28]([C:30](O)=[O:31])[N:29]=1. Given the product [CH3:1][CH:2]1[CH2:9][C@H:8]2[C@H:4]([CH2:5][N:6]([C:30]([C:28]3[N:29]=[C:25]([CH3:24])[S:26][C:27]=3[C:33]3[CH:34]=[C:35]([CH3:39])[CH:36]=[CH:37][CH:38]=3)=[O:31])[C@@H:7]2[CH2:10][NH:11][C:12]([C:14]2[C:23]3[O:22][CH2:21][CH2:20][O:19][C:18]=3[CH:17]=[CH:16][CH:15]=2)=[O:13])[CH2:3]1, predict the reactants needed to synthesize it. (2) Given the product [F:13][C:10]([F:11])([F:12])[C:8]([NH:27][CH:22]1[CH2:21][C:20]2[C:24](=[CH:25][CH:26]=[C:18]([N+:15]([O-:17])=[O:16])[CH:19]=2)[CH2:23]1)=[O:9], predict the reactants needed to synthesize it. The reactants are: [C:8](O[C:8]([C:10]([F:13])([F:12])[F:11])=[O:9])([C:10]([F:13])([F:12])[F:11])=[O:9].Cl.[N+:15]([C:18]1[CH:19]=[C:20]2[C:24](=[CH:25][CH:26]=1)[CH2:23][CH:22]([NH2:27])[CH2:21]2)([O-:17])=[O:16].